Task: Predict which catalyst facilitates the given reaction.. Dataset: Catalyst prediction with 721,799 reactions and 888 catalyst types from USPTO (1) Reactant: [CH2:1]([N:3]1[CH2:8][CH2:7][NH:6][CH2:5][CH2:4]1)[CH3:2].C([O-])([O-])=O.[K+].[K+].Br[CH2:16][C:17]([O:19][CH2:20][CH3:21])=[O:18]. Product: [CH2:1]([N:3]1[CH2:8][CH2:7][N:6]([CH2:16][C:17]([O:19][CH2:20][CH3:21])=[O:18])[CH2:5][CH2:4]1)[CH3:2]. The catalyst class is: 3. (2) Reactant: [CH2:1]([O:8][C:9]1[C:18]([CH3:19])=[C:17]2[C:12]([C:13](=[O:22])[C:14]([CH:20]=O)=[CH:15][O:16]2)=[CH:11][CH:10]=1)[C:2]1[CH:7]=[CH:6][CH:5]=[CH:4][CH:3]=1.[CH2:23]([O:25][C:26]([C:28]#[C:29][C:30]([O:32][CH2:33]C)=[O:31])=[O:27])C.C1(P(C2C=CC=CC=2)C2C=CC=CC=2)C=CC=CC=1.[NH2:54][CH2:55][CH2:56][C:57]1[C:65]2[C:60](=[CH:61][CH:62]=[CH:63][CH:64]=2)[NH:59][CH:58]=1. Product: [CH2:1]([O:8][C:9]1[CH:10]=[CH:11][C:12]([C:13]([C:14]2[CH:20]=[C:29]([C:30]([O:32][CH3:33])=[O:31])[C:28]3([C:26]([O:25][CH3:23])=[O:27])[N:54]([CH2:55][CH2:56][C:57]4[C:65]5[C:60](=[CH:61][CH:62]=[CH:63][CH:64]=5)[NH:59][C:58]=43)[CH:15]=2)=[O:22])=[C:17]([OH:16])[C:18]=1[CH3:19])[C:2]1[CH:7]=[CH:6][CH:5]=[CH:4][CH:3]=1. The catalyst class is: 11. (3) Product: [CH2:15]([O:14][C:11](=[O:13])[CH2:12][C:19](=[O:18])[CH:21]1[CH2:25][CH2:24][O:23][CH2:22]1)[CH3:16]. Reactant: C[Si]([N-][Si](C)(C)C)(C)C.[Li+].[C:11]([O:14][CH2:15][CH3:16])(=[O:13])[CH3:12].C[O:18][C:19]([CH:21]1[CH2:25][CH2:24][O:23][CH2:22]1)=O. The catalyst class is: 1. (4) Reactant: [C:1]([C:3]1[CH:4]=[CH:5][C:6]2[N:12]3[C:13]([C:16]([F:19])([F:18])[F:17])=[N:14][N:15]=[C:11]3[C@@H:10]([CH2:20][C:21]([N:23]3[CH2:28][CH2:27][CH:26]([CH2:29][C:30]([O:32]C(C)(C)C)=[O:31])[CH2:25][CH2:24]3)=[O:22])[O:9][C@H:8]([C:37]3[CH:42]=[CH:41][CH:40]=[C:39]([O:43][CH3:44])[C:38]=3[O:45][CH3:46])[C:7]=2[CH:47]=1)#[N:2].FC(F)(F)C(O)=O.O1CCOCC1. Product: [C:1]([C:3]1[CH:4]=[CH:5][C:6]2[N:12]3[C:13]([C:16]([F:19])([F:18])[F:17])=[N:14][N:15]=[C:11]3[C@@H:10]([CH2:20][C:21]([N:23]3[CH2:24][CH2:25][CH:26]([CH2:29][C:30]([OH:32])=[O:31])[CH2:27][CH2:28]3)=[O:22])[O:9][C@H:8]([C:37]3[CH:42]=[CH:41][CH:40]=[C:39]([O:43][CH3:44])[C:38]=3[O:45][CH3:46])[C:7]=2[CH:47]=1)#[N:2]. The catalyst class is: 2. (5) Reactant: [CH:1]([N-]C(C)C)(C)C.[Li+].[CH3:9][C:10]1[CH:11]=[C:12]([NH:21][C:22]2N=[C:26]([C:28]([F:31])([F:30])[F:29])[CH:25]=[CH:24][N:23]=2)[CH:13]=[C:14]([C:16]2[S:20][CH:19]=[N:18][CH:17]=2)[CH:15]=1.[Br:32][C:33]1[CH:34]=[CH:35][C:36]([C:39](=[O:41])[CH3:40])=[N:37][CH:38]=1. Product: [Br:32][C:33]1[CH:34]=[CH:35][C:36]([C:39]([C:19]2[S:20][C:16]([C:14]3[CH:13]=[C:12]([NH:21][C:22]4[CH:1]=[C:26]([C:28]([F:29])([F:30])[F:31])[CH:25]=[CH:24][N:23]=4)[CH:11]=[C:10]([CH3:9])[CH:15]=3)=[CH:17][N:18]=2)([OH:41])[CH3:40])=[N:37][CH:38]=1. The catalyst class is: 1. (6) Reactant: C(=O)(OCC)O[CH:3]([C:17]#[N:18])[C:4]1[N:5]=[CH:6][N:7]2[C:16]3[C:11](=[CH:12][CH:13]=[CH:14][CH:15]=3)[CH2:10][CH2:9][C:8]=12. Product: [CH:6]1[N:7]2[C:16]3[C:11]([CH2:10][CH2:9][C:8]2=[C:4]([CH2:3][C:17]#[N:18])[N:5]=1)=[CH:12][CH:13]=[CH:14][CH:15]=3. The catalyst class is: 78.